From a dataset of Full USPTO retrosynthesis dataset with 1.9M reactions from patents (1976-2016). Predict the reactants needed to synthesize the given product. (1) Given the product [O:1]1[C:5]2[CH:6]=[CH:7][C:8]([C:10]3[O:14][C:13]([S:15][CH2:22][C:21]4[CH:24]=[CH:25][C:18]([S:17][CH3:16])=[C:19]([C:26]([F:29])([F:27])[F:28])[CH:20]=4)=[N:12][N:11]=3)=[CH:9][C:4]=2[CH2:3][CH2:2]1, predict the reactants needed to synthesize it. The reactants are: [O:1]1[C:5]2[CH:6]=[CH:7][C:8]([C:10]3[O:14][C:13]([SH:15])=[N:12][N:11]=3)=[CH:9][C:4]=2[CH2:3][CH2:2]1.[CH3:16][S:17][C:18]1[CH:25]=[CH:24][C:21]([CH2:22]Cl)=[CH:20][C:19]=1[C:26]([F:29])([F:28])[F:27]. (2) Given the product [OH:18][CH2:17][CH:16]([C:13]1[CH:14]=[CH:15][C:10]([C:8]([O:7][C:3]([CH3:4])([CH3:6])[CH3:5])=[O:9])=[CH:11][CH:12]=1)[CH2:21][OH:22], predict the reactants needed to synthesize it. The reactants are: [BH4-].[Na+].[C:3]([O:7][C:8]([C:10]1[CH:15]=[CH:14][C:13]([CH:16]([C:21](OC)=[O:22])[C:17](OC)=[O:18])=[CH:12][CH:11]=1)=[O:9])([CH3:6])([CH3:5])[CH3:4].C1COCC1. (3) The reactants are: [Br:1][C:2]1[C:7]([Cl:8])=[CH:6][CH:5]=[CH:4][N:3]=1.[B:9]1([B:9]2[O:13][C:12]([CH3:15])([CH3:14])[C:11]([CH3:17])([CH3:16])[O:10]2)[O:13][C:12]([CH3:15])([CH3:14])[C:11]([CH3:17])([CH3:16])[O:10]1. Given the product [Br:1][C:2]1[C:7]([Cl:8])=[CH:6][C:5]([B:9]2[O:13][C:12]([CH3:15])([CH3:14])[C:11]([CH3:17])([CH3:16])[O:10]2)=[CH:4][N:3]=1, predict the reactants needed to synthesize it. (4) Given the product [ClH:1].[Cl:1][C:2]1[CH:3]=[CH:4][C:5]([OH:24])=[C:6]([CH:23]=1)[C:7]([NH:9][C:10]1[CH:15]=[CH:14][C:13]([CH:16]2[CH2:17][CH2:18][NH:19][CH2:20][CH2:21]2)=[C:12]([F:22])[CH:11]=1)=[O:8], predict the reactants needed to synthesize it. The reactants are: [Cl:1][C:2]1[CH:3]=[CH:4][C:5]([OH:24])=[C:6]([CH:23]=1)[C:7]([NH:9][C:10]1[CH:15]=[CH:14][C:13]([C:16]2[CH:21]=[CH:20][N:19]=[CH:18][CH:17]=2)=[C:12]([F:22])[CH:11]=1)=[O:8]. (5) Given the product [Cl:1][C:2]1[C:3]2[C:10]3[CH2:11][CH2:12][C@:13]([CH3:15])([C:16]([O:17][CH2:31][CH3:32])=[O:36])[CH2:14][C:9]=3[S:8][C:4]=2[N:5]=[CH:6][N:7]=1, predict the reactants needed to synthesize it. The reactants are: [Cl:1][C:2]1[C:3]2[C:10]3[CH2:11][CH2:12][C@@:13]([C:16](N4[C@@H](C)[C@@H](C5C=CC=CC=5)OC4=O)=[O:17])([CH3:15])[CH2:14][C:9]=3[S:8][C:4]=2[N:5]=[CH:6][N:7]=1.[CH2:31](O)[CH3:32].C(OCC)(=[O:36])C.